From a dataset of Forward reaction prediction with 1.9M reactions from USPTO patents (1976-2016). Predict the product of the given reaction. (1) Given the reactants C(N(CC)CC)C.S(Cl)(C)(=O)=O.[Cl:13][C:14]1[CH:40]=[CH:39][CH:38]=[C:37]([Cl:41])[C:15]=1[C:16]([NH:18][C@H:19]([C:33]([O:35][CH3:36])=[O:34])[CH2:20][C:21]1[CH:26]=[CH:25][C:24]([C:27]#[C:28][CH2:29][CH2:30][CH2:31]O)=[CH:23][CH:22]=1)=[O:17].[N:42]1[CH:47]=[CH:46][CH:45]=[CH:44][C:43]=1[NH:48][C:49](=[O:55])[O:50][C:51]([CH3:54])([CH3:53])[CH3:52].[H-].[Na+], predict the reaction product. The product is: [C:51]([O:50][C:49]([N:48]([C:43]1[CH:44]=[CH:45][CH:46]=[CH:47][N:42]=1)[CH2:31][CH2:30][CH2:29][C:28]#[C:27][C:24]1[CH:23]=[CH:22][C:21]([CH2:20][C@@H:19]([C:33]([O:35][CH3:36])=[O:34])[NH:18][C:16](=[O:17])[C:15]2[C:37]([Cl:41])=[CH:38][CH:39]=[CH:40][C:14]=2[Cl:13])=[CH:26][CH:25]=1)=[O:55])([CH3:52])([CH3:54])[CH3:53]. (2) Given the reactants COC1C=CC(C[S:8][C:9]2[C:14](=[O:15])[N:13]3[C:16]4([CH2:24][CH2:23][CH2:22][CH2:21][CH2:20]4)[NH:17][C:18](=[O:19])[C:12]3=[C:11]([CH3:25])[CH:10]=2)=CC=1.CS(O)(=O)=O, predict the reaction product. The product is: [SH:8][C:9]1[C:14](=[O:15])[N:13]2[C:16]3([CH2:24][CH2:23][CH2:22][CH2:21][CH2:20]3)[NH:17][C:18](=[O:19])[C:12]2=[C:11]([CH3:25])[CH:10]=1. (3) Given the reactants [CH2:1]([O:19][CH:20]([CH2:23][O:24][CH2:25][CH2:26][CH2:27][CH2:28][CH2:29][CH2:30][CH2:31][CH2:32]/[CH:33]=[CH:34]\[CH2:35]/[CH:36]=[CH:37]\[CH2:38][CH2:39][CH2:40][CH2:41][CH3:42])[CH2:21][OH:22])[CH2:2][CH2:3][CH2:4][CH2:5][CH2:6][CH2:7][CH2:8]/[CH:9]=[CH:10]\[CH2:11]/[CH:12]=[CH:13]\[CH2:14][CH2:15][CH2:16][CH2:17][CH3:18].C1C=C[NH+]=CC=1.[O-][Cr](Cl)(=O)=O.C(=O)([O-])[O-].[Na+].[Na+], predict the reaction product. The product is: [CH2:1]([O:19][CH:20]([CH2:23][O:24][CH2:25][CH2:26][CH2:27][CH2:28][CH2:29][CH2:30][CH2:31][CH2:32]/[CH:33]=[CH:34]\[CH2:35]/[CH:36]=[CH:37]\[CH2:38][CH2:39][CH2:40][CH2:41][CH3:42])[CH:21]=[O:22])[CH2:2][CH2:3][CH2:4][CH2:5][CH2:6][CH2:7][CH2:8]/[CH:9]=[CH:10]\[CH2:11]/[CH:12]=[CH:13]\[CH2:14][CH2:15][CH2:16][CH2:17][CH3:18]. (4) Given the reactants [CH3:1][O:2][C:3](=[O:33])[C:4]1[CH:9]=[CH:8][CH:7]=[C:6]([CH2:10][N:11]2[CH:15]=[C:14]([C:16]3[CH:21]=[CH:20][C:19]([Cl:22])=[CH:18][C:17]=3[Cl:23])[N:13]=[C:12]2/[CH:24]=[CH:25]/[C:26]2[CH:31]=[CH:30][C:29](Br)=[CH:28][CH:27]=2)[CH:5]=1.[C:34]([NH:41][C:42]1[CH:47]=[CH:46][C:45](B(O)O)=[CH:44][C:43]=1[O:51][CH3:52])([O:36][C:37]([CH3:40])([CH3:39])[CH3:38])=[O:35], predict the reaction product. The product is: [CH3:1][O:2][C:3](=[O:33])[C:4]1[CH:9]=[CH:8][CH:7]=[C:6]([CH2:10][N:11]2[CH:15]=[C:14]([C:16]3[CH:21]=[CH:20][C:19]([Cl:22])=[CH:18][C:17]=3[Cl:23])[N:13]=[C:12]2/[CH:24]=[CH:25]/[C:26]2[CH:31]=[CH:30][C:29]([C:45]3[CH:46]=[CH:47][C:42]([NH:41][C:34]([O:36][C:37]([CH3:38])([CH3:39])[CH3:40])=[O:35])=[C:43]([O:51][CH3:52])[CH:44]=3)=[CH:28][CH:27]=2)[CH:5]=1. (5) Given the reactants [CH2:1]([O:3][C:4]([C:6]1[N:7]=[N:8][N:9]([CH2:12][C:13]2[CH:18]=[C:17]([Cl:19])[CH:16]=[C:15]([Cl:20])[CH:14]=2)[C:10]=1O)=[O:5])[CH3:2].P(Cl)(Cl)(Cl)(Cl)[Cl:22], predict the reaction product. The product is: [CH2:1]([O:3][C:4]([C:6]1[N:7]=[N:8][N:9]([CH2:12][C:13]2[CH:18]=[C:17]([Cl:19])[CH:16]=[C:15]([Cl:20])[CH:14]=2)[C:10]=1[Cl:22])=[O:5])[CH3:2].